This data is from Forward reaction prediction with 1.9M reactions from USPTO patents (1976-2016). The task is: Predict the product of the given reaction. (1) Given the reactants [CH3:1][O:2][C:3]([C@@H:5]1[CH2:9][C:8](=[O:10])[N:7]([C:11]2[CH:16]=[CH:15][C:14]([OH:17])=[CH:13][CH:12]=2)[CH2:6]1)=[O:4].[F:18][C:19]1[CH:26]=[CH:25][CH:24]=[C:23]([F:27])[C:20]=1[CH2:21]O, predict the reaction product. The product is: [CH3:1][O:2][C:3]([C@@H:5]1[CH2:9][C:8](=[O:10])[N:7]([C:11]2[CH:12]=[CH:13][C:14]([O:17][CH2:21][C:20]3[C:19]([F:18])=[CH:26][CH:25]=[CH:24][C:23]=3[F:27])=[CH:15][CH:16]=2)[CH2:6]1)=[O:4]. (2) Given the reactants C([O-])([O-])=O.[K+].[K+].[N+:7]([C:10]1[CH:11]=[C:12]([C:19]([F:22])([F:21])[F:20])[C:13]([CH2:16][C:17]#[N:18])=[N:14][CH:15]=1)([O-:9])=[O:8].[CH3:23]I, predict the reaction product. The product is: [N+:7]([C:10]1[CH:11]=[C:12]([C:19]([F:22])([F:20])[F:21])[C:13]([CH:16]([CH3:23])[C:17]#[N:18])=[N:14][CH:15]=1)([O-:9])=[O:8]. (3) Given the reactants [NH2:1][CH2:2][C:3]1[CH:11]=[CH:10][C:6]([C:7]([OH:9])=[O:8])=[CH:5][CH:4]=1.C(N(CC)CC)C.[CH3:19][CH:20]([CH3:24])[C:21](Cl)=[O:22].Cl, predict the reaction product. The product is: [C:21]([NH:1][CH2:2][C:3]1[CH:4]=[CH:5][C:6]([C:7]([OH:9])=[O:8])=[CH:10][CH:11]=1)(=[O:22])[CH:20]([CH3:24])[CH3:19]. (4) Given the reactants Br[C:2]1[CH:7]=[CH:6][C:5]([Br:8])=[CH:4][CH:3]=1.C([Li])CCC.[C:14]1([CH:20]2[C:29]3[C:24](=[CH:25][CH:26]=[CH:27][CH:28]=3)[C:22](=O)[O:21]2)[CH:19]=[CH:18][CH:17]=[CH:16][CH:15]=1.Cl, predict the reaction product. The product is: [Br:8][C:5]1([C:22]2[O:21][C:20]([C:14]3[CH:19]=[CH:18][CH:17]=[CH:16][CH:15]=3)=[C:29]3[C:24]=2[CH:25]=[CH:26][CH:27]=[CH:28]3)[CH:6]=[CH:7][CH:2]=[CH:3][CH2:4]1.